Task: Predict the product of the given reaction.. Dataset: Forward reaction prediction with 1.9M reactions from USPTO patents (1976-2016) (1) Given the reactants CN(C(ON1N=NC2C=CC=NC1=2)=[N+](C)C)C.F[P-](F)(F)(F)(F)F.[F:25][C:26]1[CH:31]=[CH:30][C:29]([CH:32]2[CH2:36][CH2:35][N:34]([C:37]([C:39]3[N:40]=[C:41]4[C:46]([C:47]([F:50])([F:49])[F:48])=[CH:45][C:44]([C:51]5[CH:55]=[CH:54][O:53][CH:52]=5)=[CH:43][N:42]4[C:56]=3[CH2:57][C:58](O)=[O:59])=[O:38])[CH2:33]2)=[CH:28][CH:27]=1.[NH:61]1[CH2:66][CH2:65][O:64][CH2:63][CH2:62]1, predict the reaction product. The product is: [F:25][C:26]1[CH:31]=[CH:30][C:29]([CH:32]2[CH2:36][CH2:35][N:34]([C:37]([C:39]3[N:40]=[C:41]4[C:46]([C:47]([F:50])([F:49])[F:48])=[CH:45][C:44]([C:51]5[CH:55]=[CH:54][O:53][CH:52]=5)=[CH:43][N:42]4[C:56]=3[CH2:57][C:58]([N:61]3[CH2:66][CH2:65][O:64][CH2:63][CH2:62]3)=[O:59])=[O:38])[CH2:33]2)=[CH:28][CH:27]=1. (2) Given the reactants [F:1][C:2]1[CH:7]=[CH:6][C:5](B(O)O)=[CH:4][CH:3]=1.Br[C:12]1[C:13]([CH3:37])=[C:14]([N:18]([CH2:22][C:23]2[CH:35]=[CH:34][C:26]([O:27][CH2:28][C:29]([O:31]CC)=[O:30])=[C:25]([CH3:36])[CH:24]=2)[CH2:19][CH2:20][CH3:21])[CH:15]=[CH:16][CH:17]=1, predict the reaction product. The product is: [F:1][C:2]1[CH:7]=[CH:6][C:5]([C:12]2[CH:17]=[CH:16][CH:15]=[C:14]([N:18]([CH2:22][C:23]3[CH:35]=[CH:34][C:26]([O:27][CH2:28][C:29]([OH:31])=[O:30])=[C:25]([CH3:36])[CH:24]=3)[CH2:19][CH2:20][CH3:21])[C:13]=2[CH3:37])=[CH:4][CH:3]=1. (3) Given the reactants [Cl:1][C:2]1[CH:9]=[CH:8][C:5]([CH:6]=O)=[C:4]([F:10])[C:3]=1[I:11].[NH2:12][OH:13], predict the reaction product. The product is: [Cl:1][C:2]1[CH:9]=[CH:8][C:5]([CH:6]=[N:12][OH:13])=[C:4]([F:10])[C:3]=1[I:11]. (4) Given the reactants [C:1]1([C:7]([C:17]2[CH:22]=[CH:21][CH:20]=[CH:19][CH:18]=2)=[CH:8][C:9]2[CH:14]=[C:13]([Br:15])[CH:12]=[C:11](Br)[CH:10]=2)[CH:6]=[CH:5][CH:4]=[CH:3][CH:2]=1.[C:23]1(B(O)O)[CH:28]=[CH:27][CH:26]=[CH:25][CH:24]=1.C(=O)([O-])[O-].[Na+].[Na+], predict the reaction product. The product is: [C:1]1([C:7]([C:17]2[CH:18]=[CH:19][CH:20]=[CH:21][CH:22]=2)=[CH:8][C:9]2[CH:14]=[C:13]([Br:15])[CH:12]=[C:11]([C:23]3[CH:28]=[CH:27][CH:26]=[CH:25][CH:24]=3)[CH:10]=2)[CH:2]=[CH:3][CH:4]=[CH:5][CH:6]=1. (5) Given the reactants C(OC(=O)[NH:7][C:8]1[CH:13]=[C:12]([CH3:14])[C:11]([C:15]([F:18])([F:17])[F:16])=[CH:10][C:9]=1[NH:19][C:20](=[O:38])[CH2:21][C:22]([C:24]1[CH:29]=[CH:28][CH:27]=[C:26]([C:30]2[CH:31]=[N:32][C:33]([O:36][CH3:37])=[CH:34][CH:35]=2)[CH:25]=1)=O)(C)(C)C.C(O)(C(F)(F)F)=O, predict the reaction product. The product is: [CH3:37][O:36][C:33]1[N:32]=[CH:31][C:30]([C:26]2[CH:25]=[C:24]([C:22]3[CH2:21][C:20](=[O:38])[NH:19][C:9]4[CH:10]=[C:11]([C:15]([F:18])([F:17])[F:16])[C:12]([CH3:14])=[CH:13][C:8]=4[N:7]=3)[CH:29]=[CH:28][CH:27]=2)=[CH:35][CH:34]=1.